Dataset: Forward reaction prediction with 1.9M reactions from USPTO patents (1976-2016). Task: Predict the product of the given reaction. (1) Given the reactants [Cl:1][C:2]1[C:3]([F:59])=[C:4]([C@@H:8]2[C@:12]([C:15]3[CH:20]=[CH:19][C:18]([Cl:21])=[CH:17][C:16]=3[F:22])([C:13]#[N:14])[C@H:11]([CH2:23][C:24]([CH3:27])([CH3:26])[CH3:25])[NH:10][C@H:9]2[C:28]([NH:30][C:31]2[CH:56]=[CH:55][C:34]([C:35]([O:37][CH:38]([O:40][C:41](=[O:54])[NH:42][CH2:43][C:44]([O:46]CC3C=CC=CC=3)=[O:45])[CH3:39])=[O:36])=[CH:33][C:32]=2[O:57][CH3:58])=[O:29])[CH:5]=[CH:6][CH:7]=1.[H][H], predict the reaction product. The product is: [Cl:1][C:2]1[C:3]([F:59])=[C:4]([C@@H:8]2[C@:12]([C:15]3[CH:20]=[CH:19][C:18]([Cl:21])=[CH:17][C:16]=3[F:22])([C:13]#[N:14])[C@H:11]([CH2:23][C:24]([CH3:25])([CH3:26])[CH3:27])[NH:10][C@H:9]2[C:28]([NH:30][C:31]2[CH:56]=[CH:55][C:34]([C:35]([O:37][CH:38]([O:40][C:41]([NH:42][CH2:43][C:44]([OH:46])=[O:45])=[O:54])[CH3:39])=[O:36])=[CH:33][C:32]=2[O:57][CH3:58])=[O:29])[CH:5]=[CH:6][CH:7]=1. (2) The product is: [N:18]1[CH:19]=[CH:20][CH:21]=[CH:22][C:17]=1[C:13]1[C:12]([CH2:11][O:10][C:7]2[CH:8]=[CH:9][C:4]([C:3]([OH:23])=[O:2])=[CH:5][N:6]=2)=[CH:16][O:15][N:14]=1. Given the reactants C[O:2][C:3](=[O:23])[C:4]1[CH:9]=[CH:8][C:7]([O:10][CH2:11][C:12]2[C:13]([C:17]3[CH:22]=[CH:21][CH:20]=[CH:19][N:18]=3)=[N:14][O:15][CH:16]=2)=[N:6][CH:5]=1.C(OC(C1C(C2C=CC=CN=2)=NOC=1)=O)C, predict the reaction product. (3) Given the reactants Cl[C:2]1[N:3]([CH2:24][CH:25]2[CH2:30][CH2:29][O:28][CH2:27][CH2:26]2)[C:4]2[C:13]3[CH:12]=[C:11]([O:14][CH3:15])[C:10]([C:16]4[C:17]([CH3:22])=[N:18][O:19][C:20]=4[CH3:21])=[CH:9][C:8]=3[N:7]=[CH:6][C:5]=2[N:23]=1.[CH2:31]([CH2:33][NH2:34])[OH:32], predict the reaction product. The product is: [CH3:22][C:17]1[C:16]([C:10]2[C:11]([O:14][CH3:15])=[CH:12][C:13]3[C:4]4[N:3]([CH2:24][CH:25]5[CH2:30][CH2:29][O:28][CH2:27][CH2:26]5)[C:2]([NH:34][CH2:33][CH2:31][OH:32])=[N:23][C:5]=4[CH:6]=[N:7][C:8]=3[CH:9]=2)=[C:20]([CH3:21])[O:19][N:18]=1. (4) Given the reactants C(P([CH:8]([CH3:10])[CH3:9])C(C)C)(C)C.C(P(=O)([CH:18]([CH3:20])[CH3:19])C(C)C)(C)C.[C:22]1([C:22]2[CH:27]=[CH:26][CH:25]=[CH:24][CH:23]=2)[CH:27]=[CH:26][CH:25]=[CH:24][CH:23]=1.CP(C)C.C1(P(C2CCCCC2)C2CCCCC2)CCCCC1.C1(P(C2C=CC=CC=2)C2C=CC=CC=2)C=CC=CC=1.C(P(C(C)(C)C)C(C)(C)C)(C)(C)C.C([O-])(=[O:91])C.C(O)(C(F)(F)F)C(F)(F)F.P.FC(F)(F)C(O)=O.C1(=O)CCCCC1.IC1C=CC=CC=1, predict the reaction product. The product is: [C:22]1([CH:9]2[CH2:8][CH2:10][CH2:19][C:18](=[O:91])[CH2:20]2)[CH:27]=[CH:26][CH:25]=[CH:24][CH:23]=1. (5) Given the reactants Cl[C:2]1[N:7]=[C:6]([C:8]([F:19])([F:18])[C:9]2[CH:14]=[CH:13][CH:12]=[C:11]([N+:15]([O-:17])=[O:16])[CH:10]=2)[C:5]([F:20])=[CH:4][N:3]=1.[CH3:21][N:22]1[CH2:27][CH2:26][N:25]([C:28]2[CH:34]=[CH:33][C:31]([NH2:32])=[CH:30][CH:29]=2)[CH2:24][CH2:23]1.C1(P(C2CCCCC2)C2C=CC=CC=2C2C(C(C)C)=CC(C(C)C)=CC=2C(C)C)CCCCC1.C(=O)([O-])[O-].[K+].[K+], predict the reaction product. The product is: [F:18][C:8]([F:19])([C:9]1[CH:14]=[CH:13][CH:12]=[C:11]([N+:15]([O-:17])=[O:16])[CH:10]=1)[C:6]1[C:5]([F:20])=[CH:4][N:3]=[C:2]([NH:32][C:31]2[CH:30]=[CH:29][C:28]([N:25]3[CH2:24][CH2:23][N:22]([CH3:21])[CH2:27][CH2:26]3)=[CH:34][CH:33]=2)[N:7]=1. (6) Given the reactants O=P(Cl)(Cl)Cl.CN([CH:9]=[O:10])C.[CH3:11][C:12]1[S:13][CH:14]=[CH:15][C:16]=1[C:17]1[CH:22]=[CH:21][CH:20]=[CH:19][CH:18]=1.C([O-])(=O)C.[Na+], predict the reaction product. The product is: [CH:9]([C:14]1[S:13][C:12]([CH3:11])=[C:16]([C:17]2[CH:22]=[CH:21][CH:20]=[CH:19][CH:18]=2)[CH:15]=1)=[O:10].